Dataset: Full USPTO retrosynthesis dataset with 1.9M reactions from patents (1976-2016). Task: Predict the reactants needed to synthesize the given product. (1) Given the product [OH:41][CH2:14][CH2:13][N:10]1[CH2:11][CH2:12][CH:7]([O:6][C:5]2[CH:16]=[CH:17][C:2]([NH:1][C:19]3[N:28]=[CH:27][C:26]4[C:21](=[C:22]([C:29]5[CH:30]=[C:31]([NH:35][C:36](=[O:39])[CH:37]=[CH2:38])[CH:32]=[CH:33][CH:34]=5)[CH:23]=[CH:24][CH:25]=4)[N:20]=3)=[CH:3][CH:4]=2)[CH2:8][CH2:9]1, predict the reactants needed to synthesize it. The reactants are: [NH2:1][C:2]1[CH:17]=[CH:16][C:5]([O:6][CH:7]2[CH2:12][CH2:11][N:10]([CH:13](O)[CH3:14])[CH2:9][CH2:8]2)=[CH:4][CH:3]=1.Cl[C:19]1[N:28]=[CH:27][C:26]2[C:21](=[C:22]([C:29]3[CH:30]=[C:31]([NH:35][C:36](=[O:39])[CH:37]=[CH2:38])[CH:32]=[CH:33][CH:34]=3)[CH:23]=[CH:24][CH:25]=2)[N:20]=1.C(O)(C(F)(F)F)=[O:41]. (2) Given the product [CH:1]#[C:2][CH2:3][NH:4][C@H:5]1[C:9]2[C:8](=[CH:13][CH:12]=[CH:11][CH:10]=2)[CH2:7][CH2:6]1.[ClH:14], predict the reactants needed to synthesize it. The reactants are: [CH:1]#[C:2][CH2:3][NH:4][C@H:5]1[C:9]2[CH:10]=[CH:11][CH:12]=[CH:13][C:8]=2[CH2:7][CH2:6]1.[ClH:14]. (3) Given the product [CH2:24]([N:3]([CH2:1][CH3:2])[CH2:4][CH2:5][C:6]1[CH:14]=[C:13]2[C:9]([CH:10]=[CH:11][N:12]2[CH:37]2[CH2:38][CH2:39][O:34][CH2:35][CH2:36]2)=[CH:8][CH:7]=1)[CH3:25], predict the reactants needed to synthesize it. The reactants are: [CH2:1]([N:3]([CH2:24][CH3:25])[CH2:4][CH2:5][C:6]1[CH:14]=[C:13]2[C:9]([CH:10]=[CH:11][N:12]2S(C2C=CC=CC=2)(=O)=O)=[CH:8][CH:7]=1)[CH3:2].[H-].[Na+].C(=O)([O-])[O-].[K+].[K+].[O:34]1[CH2:39][CH2:38][CH:37](O)[CH2:36][CH2:35]1. (4) Given the product [OH:13][C@H:14]1[CH2:18][N:17]([C:9]([O:8][CH2:7][C:4]2[CH:5]=[CH:6][CH:1]=[CH:2][CH:3]=2)=[O:10])[C@H:16]([C:19]([O:21][CH2:22][CH3:23])=[O:20])[CH2:15]1, predict the reactants needed to synthesize it. The reactants are: [CH:1]1[CH:6]=[CH:5][C:4]([CH2:7][O:8][C:9](Cl)=[O:10])=[CH:3][CH:2]=1.Cl.[OH:13][C@H:14]1[CH2:18][NH:17][C@H:16]([C:19]([O:21][CH2:22][CH3:23])=[O:20])[CH2:15]1. (5) Given the product [Br:25][C:26]1[CH:27]=[CH:28][CH:29]=[C:30]2[C:39]=1[C:33]1([CH2:34][CH2:35][N:36]([C:13]([O:6][CH2:5][C:4]3[CH:7]=[CH:8][CH:9]=[CH:10][C:3]=3[C:2]([F:11])([F:12])[F:1])=[O:14])[CH2:37][CH2:38]1)[CH2:32][C:31]2=[O:40], predict the reactants needed to synthesize it. The reactants are: [F:1][C:2]([F:12])([F:11])[C:3]1[CH:10]=[CH:9][CH:8]=[CH:7][C:4]=1[CH2:5][OH:6].[C:13](C1NC=CN=1)(C1NC=CN=1)=[O:14].[Br:25][C:26]1[CH:27]=[CH:28][CH:29]=[C:30]2[C:39]=1[C:33]1([CH2:38][CH2:37][NH:36][CH2:35][CH2:34]1)[CH2:32][C:31]2=[O:40]. (6) Given the product [CH3:7][S:8][C:9]1[CH:25]=[CH:24][CH:23]=[CH:22][C:10]=1[N:11]1[C:2](=[O:3])[C:1](=[O:5])[N:14]([O:15][CH2:16][C:17]([O:19][CH2:20][CH3:21])=[O:18])[C:12]1=[S:13], predict the reactants needed to synthesize it. The reactants are: [C:1](Cl)(=[O:5])[C:2](Cl)=[O:3].[CH3:7][S:8][C:9]1[CH:25]=[CH:24][CH:23]=[CH:22][C:10]=1[NH:11][C:12]([NH:14][O:15][CH2:16][C:17]([O:19][CH2:20][CH3:21])=[O:18])=[S:13]. (7) Given the product [C:1](=[O:12])([S:17][CH2:16][CH2:15][N:14]([CH3:18])[CH3:13])/[CH:2]=[CH:3]/[CH2:4][CH2:5][CH2:6][CH2:7][CH2:8][CH2:9][CH3:10], predict the reactants needed to synthesize it. The reactants are: [C:1]([OH:12])(=O)/[CH:2]=[CH:3]/[CH2:4][CH2:5][CH2:6][CH2:7][CH2:8][CH2:9][CH3:10].[CH3:13][N:14]([CH3:18])[CH2:15][CH2:16][SH:17].